Dataset: Full USPTO retrosynthesis dataset with 1.9M reactions from patents (1976-2016). Task: Predict the reactants needed to synthesize the given product. (1) Given the product [Cl:27][C:24]1[CH:25]=[CH:26][C:21]([C:17]2([C:15]([C:11]3[CH:12]=[CH:13][CH:14]=[C:9]([OH:8])[CH:10]=3)=[O:16])[CH2:20][CH2:19][CH2:18]2)=[CH:22][CH:23]=1, predict the reactants needed to synthesize it. The reactants are: C([O:8][C:9]1[CH:10]=[C:11]([C:15]([C:17]2([C:21]3[CH:26]=[CH:25][C:24]([Cl:27])=[CH:23][CH:22]=3)[CH2:20][CH2:19][CH2:18]2)=[O:16])[CH:12]=[CH:13][CH:14]=1)C1C=CC=CC=1. (2) Given the product [CH3:11][O:12][CH:13]([O:16][CH3:17])[CH2:14][NH:6][C:5]1[CH:7]=[CH:8][C:2]([F:1])=[C:3]([O:9][CH3:10])[CH:4]=1, predict the reactants needed to synthesize it. The reactants are: [F:1][C:2]1[CH:8]=[CH:7][C:5]([NH2:6])=[CH:4][C:3]=1[O:9][CH3:10].[CH3:11][O:12][CH:13]([O:16][CH3:17])[CH:14]=O. (3) Given the product [CH3:1][N:2]([CH3:18])[C:3]1[CH:4]=[C:5]([CH:9]=[C:10]([S:12]([F:14])([F:17])([F:16])([F:13])[F:15])[CH:11]=1)[C:6]([N:25]([O:26][CH3:27])[CH3:24])=[O:7], predict the reactants needed to synthesize it. The reactants are: [CH3:1][N:2]([CH3:18])[C:3]1[CH:4]=[C:5]([CH:9]=[C:10]([S:12]([F:17])([F:16])([F:15])([F:14])[F:13])[CH:11]=1)[C:6](O)=[O:7].S(Cl)(Cl)=O.Cl.[CH3:24][NH:25][O:26][CH3:27].CCN(C(C)C)C(C)C. (4) Given the product [OH:7][CH2:6][CH2:5][O:4][CH2:3][CH2:2][NH:1][C:18](=[O:19])[O:17][C:14]([CH3:16])([CH3:15])[CH3:13], predict the reactants needed to synthesize it. The reactants are: [NH2:1][CH2:2][CH2:3][O:4][CH2:5][CH2:6][OH:7].C(=O)(O)[O-].[Na+].[CH3:13][C:14]([O:17][C:18](O[C:18]([O:17][C:14]([CH3:16])([CH3:15])[CH3:13])=[O:19])=[O:19])([CH3:16])[CH3:15]. (5) Given the product [Cl:1][C:2]1[C:6]([CH2:7][O:8][C:21]2[CH:20]=[CH:19][C:18](/[CH:25]=[CH:26]/[C:27]([OH:29])=[O:28])=[C:17]([F:16])[C:22]=2[F:23])=[C:5]([C:9]2[CH:14]=[CH:13][C:12]([Cl:15])=[CH:11][CH:10]=2)[S:4][N:3]=1, predict the reactants needed to synthesize it. The reactants are: [Cl:1][C:2]1[C:6]([CH2:7][OH:8])=[C:5]([C:9]2[CH:14]=[CH:13][C:12]([Cl:15])=[CH:11][CH:10]=2)[S:4][N:3]=1.[F:16][C:17]1[C:22]([F:23])=[C:21](O)[CH:20]=[CH:19][C:18]=1/[CH:25]=[CH:26]/[C:27]([O:29]CC)=[O:28]. (6) Given the product [OH:1][CH2:2][C:3]([C@@H:5]([C@@H:7]([C@H:9]([CH3:11])[OH:10])[OH:8])[OH:6])=[O:4], predict the reactants needed to synthesize it. The reactants are: [O:1]=[CH:2][C@H:3]([C@@H:5]([C@@H:7]([C@H:9]([CH3:11])[OH:10])[OH:8])[OH:6])[OH:4].O=C[C@H]([C@@H]([C@@H](CO)O)O)O. (7) The reactants are: C(OC([NH:8][O:9][CH2:10][C:11]([NH:13][C@H:14]1[CH2:18][CH2:17][N:16]([S:19]([C:22]2[C:23]3[C:24]([Cl:32])=[CH:25][N:26]=[CH:27][C:28]=3[CH:29]=[CH:30][CH:31]=2)(=[O:21])=[O:20])[CH2:15]1)=[O:12])=O)(C)(C)C.Cl.C(OC(NOCC(O)=O)=O)(C)(C)C.COCC(O)=O. Given the product [NH2:8][O:9][CH2:10][C:11]([NH:13][C@@H:14]1[CH2:18][CH2:17][N:16]([S:19]([C:22]2[C:23]3[C:24]([Cl:32])=[CH:25][N:26]=[CH:27][C:28]=3[CH:29]=[CH:30][CH:31]=2)(=[O:21])=[O:20])[CH2:15]1)=[O:12], predict the reactants needed to synthesize it. (8) The reactants are: [F:1][C:2]1[CH:3]=[CH:4][C:5]([O:11][C:12]2[CH:17]=[CH:16][C:15]([F:18])=[CH:14][CH:13]=2)=[C:6]([CH:10]=1)[C:7]([OH:9])=O.Cl.[N:20]1[NH:21][N:22]=[N:23][C:24]=1[C:25]1[CH:30]=[CH:29][C:28]([CH2:31][NH2:32])=[CH:27][CH:26]=1.O.ON1C2C=CC=CC=2N=N1.Cl.C(N=C=NCCCN(C)C)C.C(N(CC)CC)C. Given the product [F:1][C:2]1[CH:3]=[CH:4][C:5]([O:11][C:12]2[CH:17]=[CH:16][C:15]([F:18])=[CH:14][CH:13]=2)=[C:6]([CH:10]=1)[C:7]([NH:32][CH2:31][C:28]1[CH:27]=[CH:26][C:25]([C:24]2[N:20]=[N:21][NH:22][N:23]=2)=[CH:30][CH:29]=1)=[O:9], predict the reactants needed to synthesize it. (9) Given the product [CH2:68]([O:70][CH:71]([O:74][CH2:75][CH3:76])[CH2:72][NH:73][C:17]([C:14]1[CH:13]=[C:12]([C:8]2[CH:7]=[C:6]([O:5][C:4]3[CH:20]=[CH:21][C:22]([NH:23][C:24]([NH:26][C:27]4[CH:32]=[C:31]([CH3:33])[CH:30]=[CH:29][C:28]=4[F:34])=[O:25])=[C:2]([F:1])[CH:3]=3)[CH:11]=[CH:10][N:9]=2)[NH:16][CH:15]=1)=[O:18])[CH3:69], predict the reactants needed to synthesize it. The reactants are: [F:1][C:2]1[CH:3]=[C:4]([CH:20]=[CH:21][C:22]=1[NH:23][C:24]([NH:26][C:27]1[CH:32]=[C:31]([CH3:33])[CH:30]=[CH:29][C:28]=1[F:34])=[O:25])[O:5][C:6]1[CH:11]=[CH:10][N:9]=[C:8]([C:12]2[NH:16][CH:15]=[C:14]([C:17](O)=[O:18])[CH:13]=2)[CH:7]=1.CN(C(ON1N=NC2C=CC=NC1=2)=[N+](C)C)C.F[P-](F)(F)(F)(F)F.C(N(CC)C(C)C)(C)C.[CH2:68]([O:70][CH:71]([O:74][CH2:75][CH3:76])[CH2:72][NH2:73])[CH3:69]. (10) Given the product [CH3:12][O:13][C:14]1[CH:19]=[CH:18][C:17]([C:20]2[CH:21]=[CH:22][C:23]([C:2]3[CH:3]=[CH:4][C:5]4[N:6]([CH:8]=[C:9]([CH3:11])[N:10]=4)[N:7]=3)=[CH:24][CH:25]=2)=[CH:16][CH:15]=1, predict the reactants needed to synthesize it. The reactants are: Cl[C:2]1[CH:3]=[CH:4][C:5]2[N:6]([CH:8]=[C:9]([CH3:11])[N:10]=2)[N:7]=1.[CH3:12][O:13][C:14]1[CH:19]=[CH:18][C:17]([C:20]2[CH:25]=[CH:24][C:23](B(O)O)=[CH:22][CH:21]=2)=[CH:16][CH:15]=1.[O-]P([O-])([O-])=O.[K+].[K+].[K+].COC1C=CC=C(OC)C=1C1C=CC=CC=1P(C1CCCCC1)C1CCCCC1.